This data is from Full USPTO retrosynthesis dataset with 1.9M reactions from patents (1976-2016). The task is: Predict the reactants needed to synthesize the given product. (1) The reactants are: O=[C:2]1[CH2:7][CH2:6][CH:5]([C:8]([OH:10])=[O:9])[CH2:4][CH2:3]1.Cl.[Cl:12][C:13]1[CH:18]=[CH:17][CH:16]=[CH:15][C:14]=1[NH:19]N. Given the product [Cl:12][C:13]1[CH:18]=[CH:17][CH:16]=[C:15]2[C:14]=1[NH:19][C:2]1[CH2:7][CH2:6][CH:5]([C:8]([OH:10])=[O:9])[CH2:4][C:3]2=1, predict the reactants needed to synthesize it. (2) The reactants are: BrP(C1C=CC=CC=1)(C1C=CC=CC=1)(C1C=CC=CC=1)[CH2:3][C:4]1[CH:9]=[CH:8][CH:7]=[CH:6][C:5]=1[C:10]([F:13])([F:12])[F:11].C[Si]([N-][Si](C)(C)C)(C)C.[Na+].O=[C:43]1[CH2:46][N:45]([C:47]([O:49][C:50]([CH3:53])([CH3:52])[CH3:51])=[O:48])[CH2:44]1. Given the product [F:13][C:10]([F:11])([F:12])[C:5]1[CH:6]=[CH:7][CH:8]=[CH:9][C:4]=1[CH:3]=[C:43]1[CH2:44][N:45]([C:47]([O:49][C:50]([CH3:53])([CH3:52])[CH3:51])=[O:48])[CH2:46]1, predict the reactants needed to synthesize it. (3) Given the product [Cl-:1].[F:11][C:12]1[CH:13]=[C:14]([NH:18][CH:19]([C:31]2[CH:32]=[N:33][C:34]([O:37][CH3:38])=[CH:35][CH:36]=2)[C:20]([O:22][C@@H:23]2[CH:28]3[CH2:27][CH2:26][N+:25]([CH2:2][C:3](=[O:4])[C:5]4[CH:10]=[CH:9][CH:8]=[CH:7][CH:6]=4)([CH2:30][CH2:29]3)[CH2:24]2)=[O:21])[CH:15]=[CH:16][CH:17]=1, predict the reactants needed to synthesize it. The reactants are: [Cl:1][CH2:2][C:3]([C:5]1[CH:10]=[CH:9][CH:8]=[CH:7][CH:6]=1)=[O:4].[F:11][C:12]1[CH:13]=[C:14]([NH:18][CH:19]([C:31]2[CH:32]=[N:33][C:34]([O:37][CH3:38])=[CH:35][CH:36]=2)[C:20]([O:22][C@@H:23]2[CH:28]3[CH2:29][CH2:30][N:25]([CH2:26][CH2:27]3)[CH2:24]2)=[O:21])[CH:15]=[CH:16][CH:17]=1.CC#N.O. (4) Given the product [CH:1]([C:4]1[C:8]([CH2:9][CH2:10][CH2:11][O:12][C:23]2[C:28]([O:29][CH3:30])=[CH:27][CH:26]=[CH:25][C:24]=2[CH2:31][C:32]([OH:34])=[O:33])=[CH:7][N:6]([C:13]2[S:14][C:15]([C:18]([F:20])([F:19])[F:21])=[N:16][N:17]=2)[N:5]=1)([CH3:3])[CH3:2], predict the reactants needed to synthesize it. The reactants are: [CH:1]([C:4]1[C:8]([CH2:9][CH2:10][CH2:11][OH:12])=[CH:7][N:6]([C:13]2[S:14][C:15]([C:18]([F:21])([F:20])[F:19])=[N:16][N:17]=2)[N:5]=1)([CH3:3])[CH3:2].O[C:23]1[C:28]([O:29][CH3:30])=[CH:27][CH:26]=[CH:25][C:24]=1[CH2:31][C:32]([O:34]C)=[O:33].C(P(CCCC)CCCC)CCC.N(C(N1CCCCC1)=O)=NC(N1CCCCC1)=O. (5) Given the product [O:22]=[S:19]1[CH2:20][CH2:21][N:16]([C@@H:14]2[CH2:15][C@H:12]([N:4]3[C:5]4[N:6]=[CH:7][N:8]=[C:9]([NH2:11])[C:10]=4[C:2]([C:31]4[CH:36]=[CH:35][CH:34]=[C:33]([O:37][CH2:38][C@@H:39]5[CH2:43][CH2:42][CH2:41][O:40]5)[CH:32]=4)=[CH:3]3)[CH2:13]2)[CH2:17][CH2:18]1, predict the reactants needed to synthesize it. The reactants are: I[C:2]1[C:10]2[C:9]([NH2:11])=[N:8][CH:7]=[N:6][C:5]=2[N:4]([C@H:12]2[CH2:15][C@@H:14]([N:16]3[CH2:21][CH2:20][S:19](=[O:22])[CH2:18][CH2:17]3)[CH2:13]2)[CH:3]=1.CC1(C)C(C)(C)OB([C:31]2[CH:36]=[CH:35][CH:34]=[C:33]([O:37][CH2:38][C@@H:39]3[CH2:43][CH2:42][CH2:41][O:40]3)[CH:32]=2)O1.